This data is from Catalyst prediction with 721,799 reactions and 888 catalyst types from USPTO. The task is: Predict which catalyst facilitates the given reaction. (1) Reactant: Cl[C:2]1[C:7]([C:8]2[CH:13]=[CH:12][N:11]=[CH:10][CH:9]=2)=[CH:6][CH:5]=[CH:4][N:3]=1.[NH2:14][C:15]1[CH:20]=[CH:19][C:18]([OH:21])=[CH:17][CH:16]=1.C(=O)([O-])[O-].[Cs+].[Cs+]. Product: [N:3]1[CH:4]=[CH:5][CH:6]=[C:7]([C:8]2[CH:13]=[CH:12][N:11]=[CH:10][CH:9]=2)[C:2]=1[O:21][C:18]1[CH:19]=[CH:20][C:15]([NH2:14])=[CH:16][CH:17]=1. The catalyst class is: 58. (2) Reactant: P(Br)(Br)([Br:3])=O.[CH2:6]([C:8]1[CH:9]=[C:10]2[C:15](=[CH:16][C:17]=1[O:18][CH3:19])[N:14]=[N:13][CH:12]=[C:11]2O)[CH3:7].C(=O)(O)[O-].[Na+]. Product: [Br:3][C:11]1[C:10]2[C:15](=[CH:16][C:17]([O:18][CH3:19])=[C:8]([CH2:6][CH3:7])[CH:9]=2)[N:14]=[N:13][CH:12]=1. The catalyst class is: 10. (3) The catalyst class is: 19. Reactant: [CH3:1][NH:2][C:3]([N:5]1[CH2:10][CH2:9][C:8]2[N:11]([CH:32]3[CH2:37][CH2:36][O:35][CH2:34][CH2:33]3)[N:12]=[C:13]([N:14]3[C:23]4[C:18](=[CH:19][C:20]([C:26]5[CH:27]=[N:28][N:29]([CH3:31])[CH:30]=5)=[C:21]([CH:24]=[CH2:25])[CH:22]=4)[CH2:17][CH2:16][CH2:15]3)[C:7]=2[CH2:6]1)=[O:4]. Product: [CH2:24]([C:21]1[CH:22]=[C:23]2[C:18]([CH2:17][CH2:16][CH2:15][N:14]2[C:13]2[C:7]3[CH2:6][N:5]([C:3]([NH:2][CH3:1])=[O:4])[CH2:10][CH2:9][C:8]=3[N:11]([CH:32]3[CH2:37][CH2:36][O:35][CH2:34][CH2:33]3)[N:12]=2)=[CH:19][C:20]=1[C:26]1[CH:27]=[N:28][N:29]([CH3:31])[CH:30]=1)[CH3:25]. (4) Reactant: [O:1]([CH2:8][CH2:9][CH2:10][CH2:11][N:12]1C(=O)C2C(=CC=CC=2)C1=O)[C:2]1[CH:7]=[CH:6][CH:5]=[CH:4][CH:3]=1.NN.O.CCOC(C)=O. Product: [O:1]([CH2:8][CH2:9][CH2:10][CH2:11][NH2:12])[C:2]1[CH:7]=[CH:6][CH:5]=[CH:4][CH:3]=1. The catalyst class is: 14. (5) Reactant: CN(C(ON1N=NC2C=CC=NC1=2)=[N+](C)C)C.F[P-](F)(F)(F)(F)F.C(N(CC)C(C)C)(C)C.[CH2:34]([O:41][C:42]([NH:44][C@@H:45]([CH2:50][CH2:51][CH2:52][NH:53][C:54]([O:56][C:57]([CH3:60])([CH3:59])[CH3:58])=[O:55])[CH2:46][C:47]([OH:49])=O)=[O:43])[C:35]1[CH:40]=[CH:39][CH:38]=[CH:37][CH:36]=1.Cl.[NH2:62][CH2:63][CH2:64][NH:65][C:66](=[O:72])[O:67][C:68]([CH3:71])([CH3:70])[CH3:69]. Product: [CH2:34]([O:41][C:42](=[O:43])[NH:44][C@H:45]([CH2:46][C:47]([NH:62][CH2:63][CH2:64][NH:65][C:66]([O:67][C:68]([CH3:71])([CH3:70])[CH3:69])=[O:72])=[O:49])[CH2:50][CH2:51][CH2:52][NH:53][C:54]([O:56][C:57]([CH3:60])([CH3:59])[CH3:58])=[O:55])[C:35]1[CH:36]=[CH:37][CH:38]=[CH:39][CH:40]=1. The catalyst class is: 3. (6) Reactant: [C:1]([C:3]1[CH:4]=[C:5]([CH:21]=[CH:22][C:23]=1[F:24])[CH2:6][N:7]([O:19][CH3:20])[C:8](=[O:18])[CH:9]=[C:10]1[C:14](=[O:15])[O:13][C:12](C)(C)[O:11]1)#[N:2]. Product: [CH3:12][O:13][C:14](=[O:15])[C:10]([OH:11])=[CH:9][C:8](=[O:18])[N:7]([CH2:6][C:5]1[CH:21]=[CH:22][C:23]([F:24])=[C:3]([C:1]#[N:2])[CH:4]=1)[O:19][CH3:20]. The catalyst class is: 5. (7) Reactant: Br[C:2]1[CH:3]=[C:4]([NH:10][C@@H:11]2[CH2:16][CH2:15][CH2:14][CH2:13][C@@H:12]2[NH:17][C:18](=[O:24])[O:19][C:20]([CH3:23])([CH3:22])[CH3:21])[CH:5]=[CH:6][C:7]=1[C:8]#[N:9].[N:25]1[N:26]([C:30]2[CH:31]=[C:32]([CH:34]=[CH:35][CH:36]=2)[NH2:33])[N:27]=[CH:28][CH:29]=1.C1C=CC(P(C2C(C3C(P(C4C=CC=CC=4)C4C=CC=CC=4)=CC=C4C=3C=CC=C4)=C3C(C=CC=C3)=CC=2)C2C=CC=CC=2)=CC=1.C([O-])([O-])=O.[K+].[K+]. Product: [N:25]1[N:26]([C:30]2[CH:31]=[C:32]([NH:33][C:2]3[CH:3]=[C:4]([NH:10][C@@H:11]4[CH2:16][CH2:15][CH2:14][CH2:13][C@@H:12]4[NH:17][C:18](=[O:24])[O:19][C:20]([CH3:23])([CH3:22])[CH3:21])[CH:5]=[CH:6][C:7]=3[C:8]#[N:9])[CH:34]=[CH:35][CH:36]=2)[N:27]=[CH:28][CH:29]=1. The catalyst class is: 231. (8) Reactant: [CH2:1]([N:7]1[CH2:12][CH2:11][C:10]([CH3:27])([C:13]2[CH:18]=[CH:17][CH:16]=[C:15](OS(C(F)(F)F)(=O)=O)[CH:14]=2)[CH:9]([CH3:28])[CH2:8]1)[CH2:2][CH2:3][CH2:4][CH2:5][CH3:6].[CH:29]([Sn](CCCC)(CCCC)CCCC)=[CH2:30].[Cl-].[Li+].C(C1C=C(C)C=C(C(C)(C)C)C=1O)(C)(C)C. Product: [NH3:7].[CH2:1]([N:7]1[CH2:12][CH2:11][C:10]([CH3:27])([C:13]2[CH:18]=[CH:17][CH:16]=[C:15]([CH:29]=[CH2:30])[CH:14]=2)[CH:9]([CH3:28])[CH2:8]1)[CH2:2][CH2:3][CH2:4][CH2:5][CH3:6]. The catalyst class is: 12.